Dataset: Forward reaction prediction with 1.9M reactions from USPTO patents (1976-2016). Task: Predict the product of the given reaction. Given the reactants Cl.[Cl:2][C:3]1[N:4]=[C:5]([C:10]([NH:12][C@H:13]2[CH2:18][CH2:17][NH:16][CH2:15][C@H:14]2[O:19][CH2:20][CH3:21])=[O:11])[NH:6][C:7]=1[CH2:8][CH3:9].Br[C:23]1[S:24][CH:25]=[CH:26][N:27]=1.C(=O)([O-])[O-].[Na+].[Na+], predict the reaction product. The product is: [Cl:2][C:3]1[N:4]=[C:5]([C:10]([NH:12][C@H:13]2[CH2:18][CH2:17][N:16]([C:23]3[S:24][CH:25]=[CH:26][N:27]=3)[CH2:15][C@H:14]2[O:19][CH2:20][CH3:21])=[O:11])[NH:6][C:7]=1[CH2:8][CH3:9].